Dataset: Full USPTO retrosynthesis dataset with 1.9M reactions from patents (1976-2016). Task: Predict the reactants needed to synthesize the given product. (1) The reactants are: Br[C:2]1[CH:8]=[C:7]([Cl:9])[CH:6]=[C:5]([CH3:10])[C:3]=1[NH2:4].[CH3:11][O-:12].[Na+]. Given the product [Cl:9][C:7]1[CH:6]=[C:5]([CH3:10])[C:3]([NH2:4])=[C:2]([O:12][CH3:11])[CH:8]=1, predict the reactants needed to synthesize it. (2) Given the product [CH2:14]([N:16]([CH2:22][CH3:23])[C:17](=[O:21])[C:18]([C:19]#[N:20])=[CH:5][C:4]1[CH:7]=[C:8]([N+:11]([O-:13])=[O:12])[C:9]([OH:10])=[C:2]([OH:1])[CH:3]=1)[CH3:15], predict the reactants needed to synthesize it. The reactants are: [OH:1][C:2]1[CH:3]=[C:4]([CH:7]=[C:8]([N+:11]([O-:13])=[O:12])[C:9]=1[OH:10])[CH:5]=O.[CH2:14]([N:16]([CH2:22][CH3:23])[C:17](=[O:21])[CH2:18][C:19]#[N:20])[CH3:15].C1(C)C=CC=CC=1.C(OC(=O)C)C. (3) The reactants are: [C:1]([C:5]1[CH:23]=[CH:22][C:8]([C:9]([NH:11][C:12]2[N:13]=[C:14]3[CH:19]=[CH:18][C:17](I)=[CH:16][N:15]3[CH:21]=2)=[O:10])=[CH:7][CH:6]=1)([CH3:4])([CH3:3])[CH3:2].[NH:24]1[CH:28]=[CH:27][N:26]=[CH:25]1. Given the product [C:1]([C:5]1[CH:23]=[CH:22][C:8]([C:9]([NH:11][C:12]2[N:13]=[C:14]3[CH:19]=[CH:18][C:17]([N:24]4[CH:28]=[CH:27][N:26]=[CH:25]4)=[CH:16][N:15]3[CH:21]=2)=[O:10])=[CH:7][CH:6]=1)([CH3:4])([CH3:3])[CH3:2], predict the reactants needed to synthesize it. (4) Given the product [NH2:21][C:20]1[C:2]([NH2:1])=[N:3][C:4]([O:24][CH2:25][CH:26]([F:27])[F:28])=[C:5]([CH:19]=1)[C:6]([NH:8][C@H:9]1[CH2:14][CH2:13][C@H:12]([C:15]([F:17])([F:16])[F:18])[CH2:11][CH2:10]1)=[O:7], predict the reactants needed to synthesize it. The reactants are: [NH2:1][C:2]1[C:20]([N+:21]([O-])=O)=[CH:19][C:5]([C:6]([NH:8][C@H:9]2[CH2:14][CH2:13][C@H:12]([C:15]([F:18])([F:17])[F:16])[CH2:11][CH2:10]2)=[O:7])=[C:4]([O:24][CH2:25][CH:26]([F:28])[F:27])[N:3]=1. (5) The reactants are: [C:1]([O:9]CC)(=O)[CH2:2][C:3]([O:5][CH2:6][CH3:7])=[O:4].[H-].[Na+].[CH2:14]([N:21]1[C:26]2[N:27]=[CH:28][CH:29]=[CH:30][C:25]=2[C:24](=O)[O:23]C1=O)[C:15]1[CH:20]=[CH:19][CH:18]=[CH:17][CH:16]=1.Cl. Given the product [CH2:6]([O:5][C:3]([C:2]1[C:1](=[O:9])[N:21]([CH2:14][C:15]2[CH:20]=[CH:19][CH:18]=[CH:17][CH:16]=2)[C:26]2[C:25]([C:24]=1[OH:23])=[CH:30][CH:29]=[CH:28][N:27]=2)=[O:4])[CH3:7], predict the reactants needed to synthesize it.